This data is from Forward reaction prediction with 1.9M reactions from USPTO patents (1976-2016). The task is: Predict the product of the given reaction. (1) Given the reactants [CH:1]([C:3]1[N:7]([CH:8]2[C:17]3[C:12](=[CH:13][CH:14]=[CH:15][CH:16]=3)[C:11](=[O:18])[O:10][C:9]2([CH3:20])[CH3:19])[CH:6]=[N:5][CH:4]=1)=[CH2:2], predict the reaction product. The product is: [CH2:1]([C:3]1[N:7]([CH:8]2[C:17]3[C:12](=[CH:13][CH:14]=[CH:15][CH:16]=3)[C:11](=[O:18])[O:10][C:9]2([CH3:19])[CH3:20])[CH:6]=[N:5][CH:4]=1)[CH3:2]. (2) Given the reactants Cl[C:2]1[C:3]2[C:4](=[CH:18][N:19](CC3C=CC(OC)=CC=3)[N:20]=2)[N:5]=[C:6]([C:8]2[N:12]([CH3:13])[C:11]3[CH:14]=[CH:15][CH:16]=[CH:17][C:10]=3[N:9]=2)[N:7]=1.[CH3:30][O:31][C:32]1[CH:33]=[C:34]([CH:36]=[CH:37][C:38]=1[O:39][CH3:40])[NH2:35].Cl, predict the reaction product. The product is: [CH3:30][O:31][C:32]1[CH:33]=[C:34]([NH:35][C:2]2[C:3]3[NH:20][N:19]=[CH:18][C:4]=3[N:5]=[C:6]([C:8]3[N:12]([CH3:13])[C:11]4[CH:14]=[CH:15][CH:16]=[CH:17][C:10]=4[N:9]=3)[N:7]=2)[CH:36]=[CH:37][C:38]=1[O:39][CH3:40].